This data is from Reaction yield outcomes from USPTO patents with 853,638 reactions. The task is: Predict the reaction yield, written as a fraction of the theoretical maximum amount of product (1.0 means a 100% yield; for example, 0.34 means a 34% yield). (1) The yield is 0.600. The catalyst is [Fe].O. The product is [NH2:15][C:10]1[CH:11]=[CH:12][CH:13]=[CH:14][C:9]=1/[CH:8]=[C:2](\[F:1])/[C:3]([O:5][CH2:6][CH3:7])=[O:4]. The reactants are [F:1]/[C:2](=[CH:8]\[C:9]1[CH:14]=[CH:13][CH:12]=[CH:11][C:10]=1[N+:15]([O-])=O)/[C:3]([O:5][CH2:6][CH3:7])=[O:4].C(O)C.[NH4+].[Cl-]. (2) The reactants are C(=O)([O-])[O-].[K+].[K+].[CH2:7]([O:9][C:10](=[O:33])[C@H:11]([CH2:18][C:19]1[C:20]([CH2:28][O:29]C(=O)C)=[C:21]2[C:25](=[CH:26][CH:27]=1)[NH:24][N:23]=[CH:22]2)[CH2:12][C:13]([O:15][CH2:16]C)=[O:14])C. The catalyst is CO. The yield is 0.920. The product is [CH3:7][O:9][C:10](=[O:33])[C@H:11]([CH2:18][C:19]1[C:20]([CH2:28][OH:29])=[C:21]2[C:25](=[CH:26][CH:27]=1)[NH:24][N:23]=[CH:22]2)[CH2:12][C:13]([O:15][CH3:16])=[O:14]. (3) The reactants are [N:1]1[CH:5]=[N:4][N:3]([C:6]2[CH:11]=[CH:10][CH:9]=[CH:8][C:7]=2[OH:12])[N:2]=1.[OH-].[Na+].I[CH3:16]. The catalyst is CN(C)C=O.O.C(OCC)(=O)C. The product is [CH3:16][N:1]1[CH:5]=[N:4][N:3]([C:6]2[CH:11]=[CH:10][CH:9]=[CH:8][C:7]=2[OH:12])[NH:2]1. The yield is 0.660. (4) The reactants are C1COCC1.[CH2:6]([O:8][C:9]([C:11]1[N:12]([C:34]2[CH:39]=[CH:38][C:37]([O:40][CH:41]3[CH2:45][CH2:44][CH2:43][CH2:42]3)=[CH:36][CH:35]=2)[C:13]2[C:18]([C:19]=1[CH2:20][CH2:21][C:22]#[N:23])=[CH:17][C:16]([C:24]1[CH:29]=[CH:28][C:27]([C:30]([F:33])([F:32])[F:31])=[CH:26][CH:25]=1)=[CH:15][CH:14]=2)=[O:10])[CH3:7].Cl.[OH-].[Na+]. The catalyst is O. The product is [CH2:6]([O:8][C:9]([C:11]1[N:12]([C:34]2[CH:39]=[CH:38][C:37]([O:40][CH:41]3[CH2:42][CH2:43][CH2:44][CH2:45]3)=[CH:36][CH:35]=2)[C:13]2[C:18]([C:19]=1[CH2:20][CH2:21][CH2:22][NH2:23])=[CH:17][C:16]([C:24]1[CH:29]=[CH:28][C:27]([C:30]([F:33])([F:31])[F:32])=[CH:26][CH:25]=1)=[CH:15][CH:14]=2)=[O:10])[CH3:7]. The yield is 0.380. (5) The reactants are C[O:2][C:3](=O)[CH2:4][C:5]([NH:7][C:8]1[CH:13]=[CH:12][C:11]([CH2:14][CH2:15][C:16]2[CH:21]=[CH:20][C:19]([Cl:22])=[CH:18][CH:17]=2)=[CH:10][CH:9]=1)=[O:6].[NH3:24]. The catalyst is CO. The product is [Cl:22][C:19]1[CH:20]=[CH:21][C:16]([CH2:15][CH2:14][C:11]2[CH:12]=[CH:13][C:8]([NH:7][C:5](=[O:6])[CH2:4][C:3]([NH2:24])=[O:2])=[CH:9][CH:10]=2)=[CH:17][CH:18]=1. The yield is 0.650. (6) The reactants are C([O:4][C@@H:5]1[C@@H:13]([C@@H:14]([OH:19])[C:15]([F:18])([F:17])[F:16])[O:12][C@H:11]2[C@H:7]([N:8]=[C:9]([N:20]([CH2:28][CH3:29])[C:21](=[O:27])[O:22][C:23]([CH3:26])([CH3:25])[CH3:24])[S:10]2)[C@H:6]1[O:30]CC=C)C=C.CCN(CC)CC.C(O)=O. The catalyst is O1CCOCC1.C1C=CC([P]([Pd]([P](C2C=CC=CC=2)(C2C=CC=CC=2)C2C=CC=CC=2)([P](C2C=CC=CC=2)(C2C=CC=CC=2)C2C=CC=CC=2)[P](C2C=CC=CC=2)(C2C=CC=CC=2)C2C=CC=CC=2)(C2C=CC=CC=2)C2C=CC=CC=2)=CC=1. The product is [OH:4][C@@H:5]1[C@@H:13]([C@@H:14]([OH:19])[C:15]([F:16])([F:18])[F:17])[O:12][C@H:11]2[C@H:7]([N:8]=[C:9]([N:20]([CH2:28][CH3:29])[C:21](=[O:27])[O:22][C:23]([CH3:25])([CH3:26])[CH3:24])[S:10]2)[C@H:6]1[OH:30]. The yield is 0.400. (7) The reactants are [Br:1][C:2]1[CH:3]=[C:4]([S:8]([NH:11][C:12]2[C:17]([O:18]C)=[CH:16][C:15]([Cl:20])=[CH:14][N:13]=2)(=[O:10])=[O:9])[CH:5]=[N:6][CH:7]=1.B(Br)(Br)Br. The catalyst is C(Cl)Cl. The product is [Br:1][C:2]1[CH:3]=[C:4]([S:8]([NH:11][C:12]2[C:17]([OH:18])=[CH:16][C:15]([Cl:20])=[CH:14][N:13]=2)(=[O:10])=[O:9])[CH:5]=[N:6][CH:7]=1. The yield is 0.100. (8) The catalyst is CCOC(C)=O.O.[Cu]I. The yield is 0.330. The reactants are C([CH:3]1[CH2:8][N:7]([C:9]2[CH:14]=[CH:13][C:12](I)=[CH:11][CH:10]=2)[C:6](=[O:16])[C:5]2[N:17]([C:23]3[CH:28]=[CH:27][C:26]([O:29][CH3:30])=[CH:25][CH:24]=3)[N:18]=[C:19]([C:20]([NH2:22])=[O:21])[C:4]1=2)C.C(OC([N:41]1[CH2:46][CH2:45][NH:44][C:43](=[O:47])[CH2:42]1)=O)C1C=CC=CC=1.C([O-])([O-])=O.[K+].[K+].CS(C)=O. The product is [CH3:30][O:29][C:26]1[CH:25]=[CH:24][C:23]([N:17]2[C:5]3[C:6](=[O:16])[N:7]([C:9]4[CH:10]=[CH:11][C:12]([N:44]5[CH2:45][CH2:46][NH:41][CH2:42][C:43]5=[O:47])=[CH:13][CH:14]=4)[CH2:8][CH2:3][C:4]=3[C:19]([C:20]([NH2:22])=[O:21])=[N:18]2)=[CH:28][CH:27]=1.